From a dataset of Full USPTO retrosynthesis dataset with 1.9M reactions from patents (1976-2016). Predict the reactants needed to synthesize the given product. Given the product [I:12][C:9]1[CH:10]=[CH:11][C:6]([O:5][CH2:4][CH2:3][CH2:2][N:15]2[CH2:16][CH2:17][CH2:18][C@H:14]2[CH3:13])=[CH:7][CH:8]=1, predict the reactants needed to synthesize it. The reactants are: Cl[CH2:2][CH2:3][CH2:4][O:5][C:6]1[CH:11]=[CH:10][C:9]([I:12])=[CH:8][CH:7]=1.[CH3:13][C@@H:14]1[CH2:18][CH2:17][CH2:16][NH:15]1.[I-].[Na+].C(=O)([O-])[O-].[K+].[K+].